Dataset: Reaction yield outcomes from USPTO patents with 853,638 reactions. Task: Predict the reaction yield, written as a fraction of the theoretical maximum amount of product (1.0 means a 100% yield; for example, 0.34 means a 34% yield). The reactants are [CH2:1](Br)[CH:2]=[CH2:3].C(=O)([O-])[O-].[K+].[K+].[CH3:11][O:12][C:13](=[O:34])[C:14]1[CH:19]=[CH:18][C:17]([OH:20])=[C:16]([NH:21][S:22]([C:25]2[CH:30]=[C:29]([Cl:31])[CH:28]=[CH:27][C:26]=2[O:32][CH3:33])(=[O:24])=[O:23])[CH:15]=1.[CH3:35][C:36]([CH3:38])=O. No catalyst specified. The product is [CH3:11][O:12][C:13](=[O:34])[C:14]1[CH:19]=[CH:18][C:17]([O:20][CH2:1][CH:2]=[CH2:3])=[C:16]([N:21]([CH2:38][CH:36]=[CH2:35])[S:22]([C:25]2[CH:30]=[C:29]([Cl:31])[CH:28]=[CH:27][C:26]=2[O:32][CH3:33])(=[O:23])=[O:24])[CH:15]=1. The yield is 1.00.